Dataset: Reaction yield outcomes from USPTO patents with 853,638 reactions. Task: Predict the reaction yield, written as a fraction of the theoretical maximum amount of product (1.0 means a 100% yield; for example, 0.34 means a 34% yield). The reactants are [N:1]1([C:7]([O:9][C:10]([CH3:13])([CH3:12])[CH3:11])=[O:8])[CH2:6][CH2:5][CH2:4][CH2:3][CH2:2]1.[Li]C(CC)C.[O:19]=[C:20]1[CH2:23][N:22]([C:24]([O:26][CH2:27][C:28]2[CH:33]=[CH:32][CH:31]=[CH:30][CH:29]=2)=[O:25])[CH2:21]1. The catalyst is C(OCC)C. The product is [CH2:27]([O:26][C:24]([N:22]1[CH2:23][C:20]([CH:2]2[CH2:3][CH2:4][CH2:5][CH2:6][N:1]2[C:7]([O:9][C:10]([CH3:13])([CH3:12])[CH3:11])=[O:8])([OH:19])[CH2:21]1)=[O:25])[C:28]1[CH:33]=[CH:32][CH:31]=[CH:30][CH:29]=1. The yield is 0.110.